This data is from NCI-60 drug combinations with 297,098 pairs across 59 cell lines. The task is: Regression. Given two drug SMILES strings and cell line genomic features, predict the synergy score measuring deviation from expected non-interaction effect. Drug 1: CN(CCCl)CCCl.Cl. Drug 2: CC(C)CN1C=NC2=C1C3=CC=CC=C3N=C2N. Cell line: OVCAR-5. Synergy scores: CSS=13.8, Synergy_ZIP=-4.81, Synergy_Bliss=-0.523, Synergy_Loewe=-0.121, Synergy_HSA=-0.416.